From a dataset of Reaction yield outcomes from USPTO patents with 853,638 reactions. Predict the reaction yield, written as a fraction of the theoretical maximum amount of product (1.0 means a 100% yield; for example, 0.34 means a 34% yield). (1) The reactants are [NH2:1][C:2]1[CH:14]=[CH:13][C:12](I)=[CH:11][C:3]=1[C:4]([O:6][C:7](C)(C)C)=[O:5].C([Cu])#[N:17]. The catalyst is N1C=CC=CC=1.CCOC(C)=O.CCCCCCC. The product is [C:7]([O:6][C:4](=[O:5])[C:3]1[C:2](=[CH:14][CH:13]=[CH:12][CH:11]=1)[NH2:1])#[N:17]. The yield is 0.870. (2) The reactants are [CH3:1][N:2]1[CH:6]=[CH:5][N:4]=[CH:3]1.[Li]CCCC.CN(CCN(C)C)C.[Sn:20](Cl)([CH2:29][CH2:30][CH2:31][CH3:32])([CH2:25][CH2:26][CH2:27][CH3:28])[CH2:21][CH2:22][CH2:23][CH3:24]. The catalyst is O1CCCC1. The product is [CH3:1][N:2]1[C:6]([Sn:20]([CH2:25][CH2:26][CH2:27][CH3:28])([CH2:29][CH2:30][CH2:31][CH3:32])[CH2:21][CH2:22][CH2:23][CH3:24])=[CH:5][N:4]=[CH:3]1. The yield is 0.320. (3) The reactants are [F:1][C:2]1[CH:9]=[CH:8][C:5]([CH:6]=O)=[CH:4][CH:3]=1.C([O-])(=O)C.[Na+].C([BH3-])#N.[Na+].Cl.[CH2:20]([O:22][C:23](=[O:30])[CH2:24][CH:25]([NH2:29])[CH2:26][CH2:27][CH3:28])[CH3:21]. The catalyst is CO. The product is [CH2:20]([O:22][C:23](=[O:30])[CH2:24][CH:25]([NH:29][CH2:6][C:5]1[CH:8]=[CH:9][C:2]([F:1])=[CH:3][CH:4]=1)[CH2:26][CH2:27][CH3:28])[CH3:21]. The yield is 0.600. (4) The reactants are [Br:1][C:2]1[CH:3]=[C:4]2[C:8](=[CH:9][CH:10]=1)[NH:7][C:6]1[CH:11]=[N:12][C:13]([C:15]#[N:16])=[CH:14][C:5]2=1.C[Li].[O:19]1[CH:21]([CH2:22][O:23][C:24]2[CH:29]=[CH:28][CH:27]=[CH:26][CH:25]=2)[CH2:20]1. No catalyst specified. The product is [Br:1][C:2]1[CH:3]=[C:4]2[C:8](=[CH:9][CH:10]=1)[N:7]([CH2:20][CH:21]([OH:19])[CH2:22][O:23][C:24]1[CH:29]=[CH:28][CH:27]=[CH:26][CH:25]=1)[C:6]1[CH:11]=[N:12][C:13]([C:15]#[N:16])=[CH:14][C:5]2=1. The yield is 0.900. (5) The reactants are Cl.[NH2:2][CH2:3][C:4]1[CH:13]=[CH:12][C:7]([C:8]([O:10][CH3:11])=[O:9])=[CH:6][CH:5]=1.C(N(CC)CC)C.O.[F:22][C:23]1[CH:28]=[CH:27][C:26]([S:29](Cl)(=[O:31])=[O:30])=[CH:25][CH:24]=1. The catalyst is ClCCl. The product is [F:22][C:23]1[CH:28]=[CH:27][C:26]([S:29]([NH:2][CH2:3][C:4]2[CH:5]=[CH:6][C:7]([C:8]([O:10][CH3:11])=[O:9])=[CH:12][CH:13]=2)(=[O:31])=[O:30])=[CH:25][CH:24]=1. The yield is 0.850.